This data is from Forward reaction prediction with 1.9M reactions from USPTO patents (1976-2016). The task is: Predict the product of the given reaction. Given the reactants [OH:1][CH2:2][C:3]1[CH:4]=[C:5]([CH2:9][CH:10]([O:16][CH:17]([CH3:19])[CH3:18])[C:11]([O:13]CC)=[O:12])[CH:6]=[CH:7][CH:8]=1.[F:20][C:21]([F:32])([F:31])[C:22]1[CH:27]=[CH:26][CH:25]=[C:24]([N:28]=[C:29]=[O:30])[CH:23]=1, predict the reaction product. The product is: [CH:17]([O:16][CH:10]([CH2:9][C:5]1[CH:6]=[CH:7][CH:8]=[C:3]([CH2:2][O:1][C:29]([NH:28][C:24]2[CH:25]=[CH:26][CH:27]=[C:22]([C:21]([F:20])([F:31])[F:32])[CH:23]=2)=[O:30])[CH:4]=1)[C:11]([OH:13])=[O:12])([CH3:18])[CH3:19].